Dataset: Full USPTO retrosynthesis dataset with 1.9M reactions from patents (1976-2016). Task: Predict the reactants needed to synthesize the given product. (1) Given the product [Br:1][C:2]1[N:3]=[C:4]2[C:10]([C:11]([OH:23])=[O:12])=[CH:9][N:8]([CH2:13][O:14][CH2:15][CH2:16][Si:17]([CH3:20])([CH3:19])[CH3:18])[C:5]2=[N:6][CH:7]=1, predict the reactants needed to synthesize it. The reactants are: [Br:1][C:2]1[N:3]=[C:4]2[C:10]([CH:11]=[O:12])=[CH:9][N:8]([CH2:13][O:14][CH2:15][CH2:16][Si:17]([CH3:20])([CH3:19])[CH3:18])[C:5]2=[N:6][CH:7]=1.S(=O)(=O)([OH:23])N.Cl([O-])=O.[Na+].P([O-])(O)(O)=O.[K+]. (2) Given the product [Cl:23][C:15]1[CH:16]=[C:17]([N+:20]([O-:22])=[O:21])[CH:18]=[CH:19][C:14]=1[O:13][C:10]1[CH:9]=[C:4]2[C:3]([CH2:2][NH:24][C:5]2=[O:6])=[CH:12][CH:11]=1, predict the reactants needed to synthesize it. The reactants are: Br[CH2:2][C:3]1[CH:12]=[CH:11][C:10]([O:13][C:14]2[CH:19]=[CH:18][C:17]([N+:20]([O-:22])=[O:21])=[CH:16][C:15]=2[Cl:23])=[CH:9][C:4]=1[C:5](OC)=[O:6].[NH3:24].O1CCCC1. (3) Given the product [Br:22][C:23]1[CH:28]=[CH:27][C:26]([S:29]([N:1]2[CH2:2][CH2:3][CH:4]([NH:7][C:8](=[O:14])[O:9][C:10]([CH3:11])([CH3:13])[CH3:12])[CH2:5][CH2:6]2)(=[O:31])=[O:30])=[CH:25][CH:24]=1, predict the reactants needed to synthesize it. The reactants are: [NH:1]1[CH2:6][CH2:5][CH:4]([NH:7][C:8](=[O:14])[O:9][C:10]([CH3:13])([CH3:12])[CH3:11])[CH2:3][CH2:2]1.CCN(CC)CC.[Br:22][C:23]1[CH:28]=[CH:27][C:26]([S:29](Cl)(=[O:31])=[O:30])=[CH:25][CH:24]=1. (4) Given the product [ClH:22].[CH2:1]([O:4][C:5]1[CH:14]=[C:13]2[C:8]([CH2:9][CH2:10][NH:11][CH2:12]2)=[CH:7][CH:6]=1)[CH2:2][CH3:3], predict the reactants needed to synthesize it. The reactants are: [CH2:1]([O:4][C:5]1[CH:14]=[C:13]2[C:8]([CH2:9][CH2:10][N:11](C(OC(C)(C)C)=O)[CH2:12]2)=[CH:7][CH:6]=1)[CH2:2][CH3:3].[ClH:22]. (5) Given the product [F:23][C:24]([F:28])([F:27])[CH2:25][NH:26][C:20]([C:17]1[S:16][C:15]([CH2:14][CH2:13][C:3]2[C:4]([C:7]3[CH:12]=[CH:11][CH:10]=[CH:9][N:8]=3)=[N:5][O:6][C:2]=2[CH3:1])=[N:19][CH:18]=1)=[O:22], predict the reactants needed to synthesize it. The reactants are: [CH3:1][C:2]1[O:6][N:5]=[C:4]([C:7]2[CH:12]=[CH:11][CH:10]=[CH:9][N:8]=2)[C:3]=1[CH2:13][CH2:14][C:15]1[S:16][C:17]([C:20]([OH:22])=O)=[CH:18][N:19]=1.[F:23][C:24]([F:28])([F:27])[CH2:25][NH2:26]. (6) Given the product [N:23]([CH:6]1[CH2:11][N:10]([C:12]([O:14][C:15]([CH3:18])([CH3:17])[CH3:16])=[O:13])[CH2:9][CH:8]([C:19]([O:21][CH3:22])=[O:20])[CH2:7]1)=[N+:24]=[N-:25], predict the reactants needed to synthesize it. The reactants are: CS(O[CH:6]1[CH2:11][N:10]([C:12]([O:14][C:15]([CH3:18])([CH3:17])[CH3:16])=[O:13])[CH2:9][CH:8]([C:19]([O:21][CH3:22])=[O:20])[CH2:7]1)(=O)=O.[N-:23]=[N+:24]=[N-:25].[Na+]. (7) Given the product [CH3:9][S:10]([O:7][CH2:6][CH2:5][CH:4]([S:3][CH2:1][CH3:2])[CH3:8])(=[O:12])=[O:11], predict the reactants needed to synthesize it. The reactants are: [CH2:1]([S:3][CH:4]([CH3:8])[CH2:5][CH2:6][OH:7])[CH3:2].[CH3:9][S:10](Cl)(=[O:12])=[O:11]. (8) The reactants are: [CH3:1][S:2](Cl)(=[O:4])=[O:3].[O:6]1[CH:10]([CH2:11][OH:12])[CH2:9][CH2:8][CH:7]1[CH2:13][OH:14].C(N(CC)CC)C. Given the product [CH3:1][S:2]([O:14][CH2:13][CH:7]1[CH2:8][CH2:9][CH:10]([CH2:11][O:12][S:2]([CH3:1])(=[O:4])=[O:3])[O:6]1)(=[O:4])=[O:3], predict the reactants needed to synthesize it. (9) Given the product [CH3:15][Si:14]([C:12]#[C:13][C:2]1[CH:3]=[C:4]([CH:9]=[CH:10][N:11]=1)[C:5]([O:7][CH3:8])=[O:6])([CH3:17])[CH3:16], predict the reactants needed to synthesize it. The reactants are: Br[C:2]1[CH:3]=[C:4]([CH:9]=[CH:10][N:11]=1)[C:5]([O:7][CH3:8])=[O:6].[C:12]([Si:14]([CH3:17])([CH3:16])[CH3:15])#[CH:13].C(NC(C)C)(C)C. (10) Given the product [CH2:1]([N:8]1[CH2:13][CH2:12][CH2:11][CH:10]([O:14][C:16]2[CH:21]=[CH:20][C:19]([N+:22]([O-:24])=[O:23])=[CH:18][CH:17]=2)[CH2:9]1)[C:2]1[CH:3]=[CH:4][CH:5]=[CH:6][CH:7]=1, predict the reactants needed to synthesize it. The reactants are: [CH2:1]([N:8]1[CH2:13][CH2:12][CH2:11][CH:10]([OH:14])[CH2:9]1)[C:2]1[CH:7]=[CH:6][CH:5]=[CH:4][CH:3]=1.F[C:16]1[CH:21]=[CH:20][C:19]([N+:22]([O-:24])=[O:23])=[CH:18][CH:17]=1.[H-].[Na+].